The task is: Predict which catalyst facilitates the given reaction.. This data is from Catalyst prediction with 721,799 reactions and 888 catalyst types from USPTO. (1) Reactant: [OH:1][C:2]1[CH:3]=[C:4]([CH2:8][CH2:9][CH2:10][NH:11][C:12]2[N:17]=[C:16]([CH3:18])[C:15]([C:19]([NH:21][C@@H:22]([CH2:26][NH:27][C:28]([C:30]3[S:31][CH:32]=[CH:33][CH:34]=3)=[O:29])[C:23]([OH:25])=[O:24])=[O:20])=[C:14]([CH3:35])[N:13]=2)[CH:5]=[CH:6][CH:7]=1.Br[CH2:37][CH2:38][CH2:39][O:40][CH2:41][CH3:42].[I-].[Na+].C(N(CC)CC)C. Product: [CH2:41]([O:40][CH2:39][CH2:38][CH2:37][O:24][C:23](=[O:25])[C@@H:22]([NH:21][C:19]([C:15]1[C:16]([CH3:18])=[N:17][C:12]([NH:11][CH2:10][CH2:9][CH2:8][C:4]2[CH:5]=[CH:6][CH:7]=[C:2]([OH:1])[CH:3]=2)=[N:13][C:14]=1[CH3:35])=[O:20])[CH2:26][NH:27][C:28]([C:30]1[S:31][CH:32]=[CH:33][CH:34]=1)=[O:29])[CH3:42]. The catalyst class is: 31. (2) Reactant: [Br:1][C:2]1[C:3](Br)=[C:4]([Br:8])[CH:5]=[CH:6][CH:7]=1.[Li]CCCC.[CH3:15][Si:16](Cl)([CH3:18])[CH3:17].Cl. Product: [Br:1][C:2]1[CH:7]=[C:6]([Si:16]([CH3:18])([CH3:17])[CH3:15])[CH:5]=[C:4]([Br:8])[CH:3]=1. The catalyst class is: 28.